Dataset: Catalyst prediction with 721,799 reactions and 888 catalyst types from USPTO. Task: Predict which catalyst facilitates the given reaction. Reactant: [Br:1][C:2]1[CH:3]=[C:4]2[C:34](=[CH:35][CH:36]=1)[C:7]1=[CH:8][C:9]3[C:10]([C:28]4[CH:33]=[CH:32][CH:31]=[CH:30][CH:29]=4)(O)[C:11]4[CH:12]=[CH:13][CH:14]=[CH:15][C:16]=4[C:17]([C:21]4[CH:26]=[CH:25][CH:24]=[CH:23][CH:22]=4)(O)[C:18]=3[CH:19]=[C:6]1[C:5]2([CH3:38])[CH3:37].[I-].[K+].[PH2]([O-])=O.[Na+]. Product: [Br:1][C:2]1[CH:3]=[C:4]2[C:34](=[CH:35][CH:36]=1)[C:7]1=[CH:8][C:9]3[C:10]([C:28]4[CH:29]=[CH:30][CH:31]=[CH:32][CH:33]=4)=[C:11]4[C:16](=[C:17]([C:21]5[CH:26]=[CH:25][CH:24]=[CH:23][CH:22]=5)[C:18]=3[CH:19]=[C:6]1[C:5]2([CH3:38])[CH3:37])[CH:15]=[CH:14][CH:13]=[CH:12]4. The catalyst class is: 15.